Predict the product of the given reaction. From a dataset of Forward reaction prediction with 1.9M reactions from USPTO patents (1976-2016). (1) Given the reactants [OH:1][N:2]1[C:6](=[O:7])[CH2:5][CH2:4][C:3]1=[O:8].[CH:9]1([C:12](O)=[O:13])[CH2:11][CH2:10]1.C(Cl)CCl.CCN(CC)CC, predict the reaction product. The product is: [CH:9]1([C:12]([O:1][N:2]2[C:6](=[O:7])[CH2:5][CH2:4][C:3]2=[O:8])=[O:13])[CH2:11][CH2:10]1. (2) Given the reactants [F:1][C:2]1[CH:7]=[CH:6][C:5]([N:8]2[C:16]3[C:11](=[CH:12][CH:13]=[CH:14][CH:15]=3)[C:10]([CH2:17][CH2:18][CH2:19][CH2:20][N:21]3[CH2:26][CH2:25][C:24]4([C:34]5[C:29](=[CH:30][CH:31]=[CH:32][CH:33]=5)[CH2:28][O:27]4)[CH2:23][CH2:22]3)=[CH:9]2)=[CH:4][CH:3]=1.[IH:35], predict the reaction product. The product is: [IH:35].[F:1][C:2]1[CH:7]=[CH:6][C:5]([N:8]2[C:16]3[C:11](=[CH:12][CH:13]=[CH:14][CH:15]=3)[C:10]([CH2:17][CH2:18][CH2:19][CH2:20][N:21]3[CH2:22][CH2:23][C:24]4([C:34]5[C:29](=[CH:30][CH:31]=[CH:32][CH:33]=5)[CH2:28][O:27]4)[CH2:25][CH2:26]3)=[CH:9]2)=[CH:4][CH:3]=1. (3) The product is: [Cl:1][C:2]1[CH:17]=[CH:16][C:15]([C:18]([F:19])([F:21])[F:20])=[CH:14][C:3]=1[O:4][C:5]1[CH:6]=[CH:7][C:8]([NH2:11])=[N:9][CH:10]=1. Given the reactants [Cl:1][C:2]1[CH:17]=[CH:16][C:15]([C:18]([F:21])([F:20])[F:19])=[CH:14][C:3]=1[O:4][C:5]1[CH:6]=[CH:7][C:8]([N+:11]([O-])=O)=[N:9][CH:10]=1, predict the reaction product. (4) Given the reactants [C:1]([C:3](=[C:9]([C:16]1[CH:21]=[CH:20][CH:19]=[CH:18][CH:17]=1)[C:10]1[CH:15]=[CH:14][CH:13]=[CH:12][CH:11]=1)[C:4]([O:6][CH2:7][CH3:8])=[O:5])#[N:2].C([O-])([O-])=O.[Na+].[Na+].[CH:28]1(O)[CH2:32]CC[CH2:29]1, predict the reaction product. The product is: [C:1]([C:3](=[C:9]([C:16]1[CH:17]=[CH:18][CH:19]=[CH:20][CH:21]=1)[C:10]1[CH:11]=[CH:12][CH:13]=[CH:14][CH:15]=1)[C:4]([O:6][CH:7]1[CH2:32][CH2:28][CH2:29][CH2:8]1)=[O:5])#[N:2]. (5) Given the reactants [CH3:1][O:2][C:3]1[CH:12]=[C:11]2[C:6]([CH2:7][CH2:8][C:9](=[O:15])[C:10]2([CH3:14])[CH3:13])=[CH:5][CH:4]=1.[Cl:16][S:17](O)(=[O:19])=[O:18].C(Cl)(=O)C(Cl)=O.CN(C)C=O, predict the reaction product. The product is: [CH3:1][O:2][C:3]1[C:4]([S:17]([Cl:16])(=[O:19])=[O:18])=[CH:5][C:6]2[CH2:7][CH2:8][C:9](=[O:15])[C:10]([CH3:13])([CH3:14])[C:11]=2[CH:12]=1.